This data is from NCI-60 drug combinations with 297,098 pairs across 59 cell lines. The task is: Regression. Given two drug SMILES strings and cell line genomic features, predict the synergy score measuring deviation from expected non-interaction effect. (1) Drug 1: CCCCCOC(=O)NC1=NC(=O)N(C=C1F)C2C(C(C(O2)C)O)O. Drug 2: CCC1=C2CN3C(=CC4=C(C3=O)COC(=O)C4(CC)O)C2=NC5=C1C=C(C=C5)O. Cell line: UACC-257. Synergy scores: CSS=4.19, Synergy_ZIP=-1.43, Synergy_Bliss=2.74, Synergy_Loewe=-12.1, Synergy_HSA=-0.618. (2) Drug 1: CNC(=O)C1=CC=CC=C1SC2=CC3=C(C=C2)C(=NN3)C=CC4=CC=CC=N4. Drug 2: N.N.Cl[Pt+2]Cl. Synergy scores: CSS=5.20, Synergy_ZIP=3.38, Synergy_Bliss=0.614, Synergy_Loewe=0.974, Synergy_HSA=1.10. Cell line: CCRF-CEM. (3) Drug 1: C1=CN(C(=O)N=C1N)C2C(C(C(O2)CO)O)O.Cl. Drug 2: CC1CCCC2(C(O2)CC(NC(=O)CC(C(C(=O)C(C1O)C)(C)C)O)C(=CC3=CSC(=N3)C)C)C. Cell line: MOLT-4. Synergy scores: CSS=82.1, Synergy_ZIP=-3.22, Synergy_Bliss=-4.49, Synergy_Loewe=-4.04, Synergy_HSA=-2.29. (4) Drug 1: C1=CC(=CC=C1C#N)C(C2=CC=C(C=C2)C#N)N3C=NC=N3. Drug 2: CC1C(C(CC(O1)OC2CC(CC3=C2C(=C4C(=C3O)C(=O)C5=CC=CC=C5C4=O)O)(C(=O)C)O)N)O. Cell line: MDA-MB-231. Synergy scores: CSS=43.1, Synergy_ZIP=1.13, Synergy_Bliss=-2.91, Synergy_Loewe=-5.14, Synergy_HSA=0.685. (5) Drug 1: C1CN1P(=S)(N2CC2)N3CC3. Drug 2: CC1C(C(CC(O1)OC2CC(CC3=C2C(=C4C(=C3O)C(=O)C5=C(C4=O)C(=CC=C5)OC)O)(C(=O)CO)O)N)O.Cl. Cell line: PC-3. Synergy scores: CSS=30.9, Synergy_ZIP=-4.94, Synergy_Bliss=-3.33, Synergy_Loewe=-4.04, Synergy_HSA=-0.443. (6) Drug 1: CCC1=C2CN3C(=CC4=C(C3=O)COC(=O)C4(CC)O)C2=NC5=C1C=C(C=C5)O. Drug 2: C(=O)(N)NO. Cell line: MDA-MB-231. Synergy scores: CSS=15.1, Synergy_ZIP=-3.28, Synergy_Bliss=1.66, Synergy_Loewe=-3.08, Synergy_HSA=3.63. (7) Drug 1: CC1=CC2C(CCC3(C2CCC3(C(=O)C)OC(=O)C)C)C4(C1=CC(=O)CC4)C. Drug 2: CS(=O)(=O)CCNCC1=CC=C(O1)C2=CC3=C(C=C2)N=CN=C3NC4=CC(=C(C=C4)OCC5=CC(=CC=C5)F)Cl. Cell line: SK-MEL-5. Synergy scores: CSS=-9.82, Synergy_ZIP=8.38, Synergy_Bliss=9.33, Synergy_Loewe=-3.33, Synergy_HSA=-1.47. (8) Drug 1: C1CN1C2=NC(=NC(=N2)N3CC3)N4CC4. Drug 2: N.N.Cl[Pt+2]Cl. Cell line: SK-MEL-5. Synergy scores: CSS=77.7, Synergy_ZIP=-0.162, Synergy_Bliss=-0.189, Synergy_Loewe=1.90, Synergy_HSA=4.90. (9) Drug 1: C1=CN(C=N1)CC(O)(P(=O)(O)O)P(=O)(O)O. Drug 2: C1CN(CCN1C(=O)CCBr)C(=O)CCBr. Cell line: OVCAR-5. Synergy scores: CSS=9.04, Synergy_ZIP=-2.62, Synergy_Bliss=3.42, Synergy_Loewe=3.36, Synergy_HSA=2.31.